Dataset: Reaction yield outcomes from USPTO patents with 853,638 reactions. Task: Predict the reaction yield, written as a fraction of the theoretical maximum amount of product (1.0 means a 100% yield; for example, 0.34 means a 34% yield). (1) The reactants are [F:1][C:2]1[CH:7]=[CH:6][C:5]([N:8]2[CH2:14][CH2:13][CH2:12][CH2:11][CH:10]([C:15]([O:17]CC3C=CC=CC=3)=[O:16])[C:9]2=[O:25])=[CH:4][CH:3]=1. The catalyst is CO.[Pd]. The product is [F:1][C:2]1[CH:7]=[CH:6][C:5]([N:8]2[CH2:14][CH2:13][CH2:12][CH2:11][CH:10]([C:15]([OH:17])=[O:16])[C:9]2=[O:25])=[CH:4][CH:3]=1. The yield is 0.410. (2) The reactants are [OH:1][C:2]1[CH:3]=[C:4]([C:12]([O:14][CH3:15])=[O:13])[CH:5]=[C:6]([CH:11]=1)[C:7]([O:9][CH3:10])=[O:8].[CH2:16](Br)[C:17]1[CH:22]=[CH:21][CH:20]=[CH:19][CH:18]=1. The catalyst is CN(C=O)C. The product is [CH3:10][O:9][C:7](=[O:8])[C:6]1[CH:11]=[C:2]([O:1][CH2:16][C:17]2[CH:22]=[CH:21][CH:20]=[CH:19][CH:18]=2)[CH:3]=[C:4]([C:12]([O:14][CH3:15])=[O:13])[CH:5]=1. The yield is 0.950. (3) The reactants are [CH2:1]([O:3][C:4](=[O:16])/[CH:5]=[C:6](/[O:8][C:9]1[CH:14]=[CH:13][CH:12]=[C:11]([Cl:15])[CH:10]=1)\[CH3:7])[CH3:2].[Br:17]N1C(=O)CCC1=O.C(OOC(=O)C1C=CC=CC=1)(=O)C1C=CC=CC=1. The catalyst is C(Cl)(Cl)(Cl)Cl. The product is [CH2:1]([O:3][C:4](=[O:16])/[CH:5]=[C:6](/[O:8][C:9]1[CH:14]=[CH:13][CH:12]=[C:11]([Cl:15])[CH:10]=1)\[CH2:7][Br:17])[CH3:2]. The yield is 0.630. (4) The reactants are Cl[C:2]1[C:3]2[CH:11]=[CH:10][N:9]=[CH:8][C:4]=2[N:5]=[CH:6][N:7]=1.[NH2:12][NH2:13]. The catalyst is C1COCC1. The product is [N:5]1[C:4]2[CH:8]=[N:9][CH:10]=[CH:11][C:3]=2[C:2]([NH:12][NH2:13])=[N:7][CH:6]=1. The yield is 0.969. (5) The reactants are [F:1][C:2]1[CH:7]=[CH:6][CH:5]=[C:4]([N+]([O-])=O)[C:3]=1[F:11].[Cl-].[NH4+:13]. The catalyst is CO.O.[Fe]. The product is [F:1][C:2]1[CH:7]=[CH:6][C:5]([NH2:13])=[CH:4][C:3]=1[F:11]. The yield is 0.430. (6) The reactants are [OH:1]/[N:2]=[C:3](/[CH:5]1[CH2:10][CH2:9][N:8]([C:11]([O:13][C:14]([CH3:17])([CH3:16])[CH3:15])=[O:12])[CH2:7][CH2:6]1)\[NH2:4].C(N(CC)CC)C.[C:25](Cl)(=O)[CH:26]([CH3:28])[CH3:27]. The catalyst is C1(C)C=CC=CC=1. The product is [CH:26]([C:28]1[O:1][N:2]=[C:3]([CH:5]2[CH2:10][CH2:9][N:8]([C:11]([O:13][C:14]([CH3:17])([CH3:16])[CH3:15])=[O:12])[CH2:7][CH2:6]2)[N:4]=1)([CH3:27])[CH3:25]. The yield is 0.315.